This data is from Catalyst prediction with 721,799 reactions and 888 catalyst types from USPTO. The task is: Predict which catalyst facilitates the given reaction. (1) Reactant: [H-].[Na+].[C:3](=[O:8])([O:6][CH3:7])OC.[F:9][C:10]1[CH:11]=[C:12]2[C:17](=[CH:18][CH:19]=1)[CH2:16][C:15](=[O:20])[CH2:14][CH2:13]2.C(O)(=O)C. Product: [F:9][C:10]1[CH:11]=[C:12]2[C:17](=[CH:18][CH:19]=1)[C:16]([C:3]([O:6][CH3:7])=[O:8])=[C:15]([OH:20])[CH2:14][CH2:13]2. The catalyst class is: 93. (2) Reactant: [CH:1]1[C:10]2[C:5](=[CH:6][CH:7]=[CH:8][CH:9]=2)[CH:4]=[CH:3][C:2]=1[CH2:11][N:12]1[C:19](=O)[C@H:18]2[NH:21][C:22](=O)[C@@H:13]1[CH2:14][CH:15]=[CH:16][CH2:17]2.CC(C[AlH]CC(C)C)C.Cl. Product: [CH:1]1[C:10]2[C:5](=[CH:6][CH:7]=[CH:8][CH:9]=2)[CH:4]=[CH:3][C:2]=1[CH2:11][N:12]1[CH2:19][C@H:18]2[NH:21][CH2:22][C@@H:13]1[CH2:14][CH:15]=[CH:16][CH2:17]2. The catalyst class is: 27. (3) Reactant: [CH:1]1([NH:4][C:5]([C:7]2[CH:12]=[CH:11][C:10]([C:13]3[N:17]4[CH:18]=[C:19]([C:33]5[CH:38]=[CH:37][CH:36]=[CH:35][CH:34]=5)[N:20]=[C:21]([S:22][CH2:23][CH2:24][NH:25]C(=O)OC(C)(C)C)[C:16]4=[N:15][CH:14]=3)=[CH:9][CH:8]=2)=[O:6])[CH2:3][CH2:2]1.FC(F)(F)C(O)=O. Product: [NH2:25][CH2:24][CH2:23][S:22][C:21]1[C:16]2[N:17]([C:13]([C:10]3[CH:9]=[CH:8][C:7]([C:5]([NH:4][CH:1]4[CH2:2][CH2:3]4)=[O:6])=[CH:12][CH:11]=3)=[CH:14][N:15]=2)[CH:18]=[C:19]([C:33]2[CH:34]=[CH:35][CH:36]=[CH:37][CH:38]=2)[N:20]=1. The catalyst class is: 4. (4) Reactant: [Cl:1][C:2]1[CH:7]=[CH:6][CH:5]=[C:4]([CH3:8])[C:3]=1[N:9]=[C:10]=[S:11].Cl.[CH3:13][NH:14][O:15][CH2:16][C:17]([OH:19])=[O:18].[CH2:20](N(CC)CC)C. Product: [Cl:1][C:2]1[CH:7]=[CH:6][CH:5]=[C:4]([CH2:8][CH3:20])[C:3]=1[NH:9][C:10]([N:14]([CH3:13])[O:15][CH2:16][C:17]([OH:19])=[O:18])=[S:11]. The catalyst class is: 22. (5) The catalyst class is: 3. Reactant: [CH:1]1([C:7]([CH3:27])([CH2:13][N:14]([CH3:26])[C:15]([NH:17][C:18]([CH3:25])([CH2:20][C:21]([CH3:24])([CH3:23])[CH3:22])[CH3:19])=[O:16])[C:8](OCC)=[O:9])[CH2:6][CH2:5][CH2:4][CH2:3][CH2:2]1.C1(C(C)(CN(C)C(NC(C)(CC(C)(C)C)C)=O)C(OCC)=O)CCCCC=1.CC([O-])(C)C.[K+]. Product: [C:1]1([C:7]2([CH3:27])[CH2:13][N:14]([CH3:26])[C:15](=[O:16])[N:17]([C:18]([CH3:19])([CH2:20][C:21]([CH3:23])([CH3:24])[CH3:22])[CH3:25])[C:8]2=[O:9])[CH2:2][CH2:3][CH2:4][CH2:5][CH:6]=1. (6) Reactant: [CH3:1][N:2]([S:21]([C:24]1[CH:29]=[CH:28][CH:27]=[CH:26][N:25]=1)(=[O:23])=[O:22])[C:3]1[CH:4]=[CH:5][CH:6]=[C:7]2[C:11]=1[NH:10][C:9]([C:12]1[S:13][CH:14]([CH2:17][C:18](O)=[O:19])[CH2:15][N:16]=1)=[CH:8]2.C[N:31](C)C=O.Cl.CN(C)CCCN=C=NCC. Product: [CH3:1][N:2]([S:21]([C:24]1[CH:29]=[CH:28][CH:27]=[CH:26][N:25]=1)(=[O:22])=[O:23])[C:3]1[CH:4]=[CH:5][CH:6]=[C:7]2[C:11]=1[NH:10][C:9]([C:12]1[S:13][CH:14]([CH2:17][C:18]([NH2:31])=[O:19])[CH2:15][N:16]=1)=[CH:8]2. The catalyst class is: 13. (7) Reactant: C(OC([N:8]1[CH2:13][CH2:12][N:11]([C:14]2[CH:15]=[C:16]([N:20]3[CH2:29][C@H:28]4[N:24]([CH2:25][CH2:26][CH2:27]4)[C:23]4[N:30]=[C:31]([NH:34][CH2:35][CH3:36])[N:32]=[CH:33][C:22]=4[C:21]3=[O:37])[CH:17]=[CH:18][CH:19]=2)[CH2:10][CH2:9]1)=O)(C)(C)C.Cl.C(O)C. Product: [CH2:35]([NH:34][C:31]1[N:32]=[CH:33][C:22]2[C:21](=[O:37])[N:20]([C:16]3[CH:17]=[CH:18][CH:19]=[C:14]([N:11]4[CH2:12][CH2:13][NH:8][CH2:9][CH2:10]4)[CH:15]=3)[CH2:29][C@H:28]3[N:24]([CH2:25][CH2:26][CH2:27]3)[C:23]=2[N:30]=1)[CH3:36]. The catalyst class is: 8. (8) Reactant: CC1C=CC(S([O:11][CH2:12][CH2:13][O:14][CH2:15][CH2:16][O:17][S:18]([C:21]2[CH:26]=[CH:25][C:24]([CH3:27])=[CH:23][CH:22]=2)(=[O:20])=[O:19])(=O)=O)=CC=1.C(=O)([O-])[O-].[Cs+].[Cs+].[F:34][C:35]1[C:47]([F:48])=[C:46]([CH2:49][N:50]2[C:59](=[O:60])[C:58]([C:61](=[O:83])[NH:62][C:63]3[CH:68]=[CH:67][C:66]([C:69]([F:72])([F:71])[F:70])=[CH:65][C:64]=3[C:73]3[CH:78]=[C:77]([C:79]([F:82])([F:81])[F:80])[N:76]=[CH:75][N:74]=3)=[C:57]([OH:84])[C:52]3([CH2:56][CH2:55][CH2:54][CH2:53]3)[N:51]2[CH3:85])[CH:45]=[CH:44][C:36]=1OCCCC([O-])=O.C(O)=O. Product: [CH3:27][C:24]1[CH:23]=[CH:22][C:21]([S:18]([O:17][CH2:16][CH2:15][O:14][CH2:13][CH2:12][O:11][C:36]2[CH:44]=[CH:45][C:46]([CH2:49][N:50]3[C:59](=[O:60])[C:58]([C:61](=[O:83])[NH:62][C:63]4[CH:68]=[CH:67][C:66]([C:69]([F:72])([F:70])[F:71])=[CH:65][C:64]=4[C:73]4[CH:78]=[C:77]([C:79]([F:81])([F:82])[F:80])[N:76]=[CH:75][N:74]=4)=[C:57]([OH:84])[C:52]4([CH2:53][CH2:54][CH2:55][CH2:56]4)[N:51]3[CH3:85])=[C:47]([F:48])[C:35]=2[F:34])(=[O:19])=[O:20])=[CH:26][CH:25]=1. The catalyst class is: 10. (9) Reactant: [C:1](Cl)(=[O:3])[CH3:2].O1CCCC1.[CH3:10][C:11]1[CH:18]=[CH:17][C:16]([CH3:19])=[CH:15][C:12]=1[CH2:13][OH:14].C(N(CC)CC)C. The catalyst class is: 310. Product: [C:1]([O:14][CH2:13][C:12]1[CH:15]=[C:16]([CH3:19])[CH:17]=[CH:18][C:11]=1[CH3:10])(=[O:3])[CH3:2]. (10) Reactant: [CH2:1]([NH:3][C:4](=[O:28])[C:5]1[CH:10]=[C:9]([C:11]2[CH:19]=[C:18]3[C:14]([C:15]([C:20]4[CH:25]=[CH:24][CH:23]=[CH:22][N:21]=4)=[N:16][NH:17]3)=[CH:13][CH:12]=2)[C:8]([CH3:26])=[C:7]([F:27])[CH:6]=1)[CH3:2].ClC1C=C(C=CC=1)C(OO)=[O:34].CO. Product: [CH2:1]([NH:3][C:4](=[O:28])[C:5]1[CH:10]=[C:9]([C:11]2[CH:19]=[C:18]3[C:14]([C:15]([C:20]4[CH:25]=[CH:24][CH:23]=[CH:22][N+:21]=4[O-:34])=[N:16][NH:17]3)=[CH:13][CH:12]=2)[C:8]([CH3:26])=[C:7]([F:27])[CH:6]=1)[CH3:2]. The catalyst class is: 22.